This data is from Catalyst prediction with 721,799 reactions and 888 catalyst types from USPTO. The task is: Predict which catalyst facilitates the given reaction. (1) Reactant: [O:1]=O.[Cl:3][C:4]1[CH:5]=[CH:6][C:7]2[N:8]([CH3:25])[C:9](=[O:24])[C:10]3[CH:20]=[C:19]([CH2:21][CH:22]=C)[CH:18]=[N:17][C:11]=3[N:12]([CH2:15][CH3:16])[C:13]=2[N:14]=1.[BH4-].[Na+].[NH4+].[Cl-]. Product: [Cl:3][C:4]1[CH:5]=[CH:6][C:7]2[N:8]([CH3:25])[C:9](=[O:24])[C:10]3[CH:20]=[C:19]([CH2:21][CH2:22][OH:1])[CH:18]=[N:17][C:11]=3[N:12]([CH2:15][CH3:16])[C:13]=2[N:14]=1. The catalyst class is: 100. (2) Reactant: [CH2:1]([O:8][C:9]([C:11]1([N:16]([CH2:33][CH2:34][CH2:35][O:36][Si](C(C)(C)C)(C)C)[S:17]([C:20]2[CH:25]=[CH:24][C:23]([C:26]3[CH:31]=[CH:30][C:29]([F:32])=[CH:28][CH:27]=3)=[CH:22][CH:21]=2)(=[O:19])=[O:18])[CH2:15][CH2:14][CH2:13][CH2:12]1)=[O:10])[C:2]1[CH:7]=[CH:6][CH:5]=[CH:4][CH:3]=1.B(F)(F)F.CCOCC. Product: [CH2:1]([O:8][C:9]([C:11]1([N:16]([S:17]([C:20]2[CH:21]=[CH:22][C:23]([C:26]3[CH:31]=[CH:30][C:29]([F:32])=[CH:28][CH:27]=3)=[CH:24][CH:25]=2)(=[O:19])=[O:18])[CH2:33][CH2:34][CH2:35][OH:36])[CH2:15][CH2:14][CH2:13][CH2:12]1)=[O:10])[C:2]1[CH:3]=[CH:4][CH:5]=[CH:6][CH:7]=1. The catalyst class is: 2. (3) Reactant: [CH3:1][C:2]1[C:19]([C:20]([F:23])([F:22])[F:21])=[CH:18][C:5]2[N:6](C(OC(C)C)=O)[CH2:7][CH2:8][CH2:9][C:10](=[O:11])[C:4]=2[CH:3]=1.[Cl-].[Na+]. Product: [CH3:1][C:2]1[C:19]([C:20]([F:23])([F:21])[F:22])=[CH:18][C:5]2[NH:6][CH2:7][CH2:8][CH2:9][C:10](=[O:11])[C:4]=2[CH:3]=1. The catalyst class is: 374. (4) Reactant: Cl.Cl.[NH2:3][C:4]1[CH:5]=[C:6]([C:10]2([F:25])[CH2:15][CH2:14][N:13]([CH2:16][CH2:17][O:18][C:19]3[CH:24]=[CH:23][CH:22]=[CH:21][CH:20]=3)[CH2:12][CH2:11]2)[CH:7]=[CH:8][CH:9]=1.C(N(C(C)C)CC)(C)C.[CH3:35][C:36]1[CH:41]=[CH:40][C:39]([S:42]([Cl:45])(=[O:44])=[O:43])=[CH:38][CH:37]=1. Product: [ClH:45].[F:25][C:10]1([C:6]2[CH:5]=[C:4]([NH:3][S:42]([C:39]3[CH:40]=[CH:41][C:36]([CH3:35])=[CH:37][CH:38]=3)(=[O:44])=[O:43])[CH:9]=[CH:8][CH:7]=2)[CH2:11][CH2:12][N:13]([CH2:16][CH2:17][O:18][C:19]2[CH:20]=[CH:21][CH:22]=[CH:23][CH:24]=2)[CH2:14][CH2:15]1. The catalyst class is: 2.